Dataset: Forward reaction prediction with 1.9M reactions from USPTO patents (1976-2016). Task: Predict the product of the given reaction. (1) Given the reactants CC1C=CC(S(O[CH2:12][C@H:13]2[CH:22]=[CH:21][C:20]3[C:15](=[C:16]([C:24]4[CH:29]=[CH:28][CH:27]=[CH:26][C:25]=4[Cl:30])[CH:17]=[C:18]([F:23])[CH:19]=3)[O:14]2)(=O)=O)=CC=1.[N-:31]=[N+:32]=[N-:33].[Na+], predict the reaction product. The product is: [N:31]([CH2:12][C@H:13]1[CH2:22][CH2:21][C:20]2[C:15](=[C:16]([C:24]3[CH:29]=[CH:28][CH:27]=[CH:26][C:25]=3[Cl:30])[CH:17]=[C:18]([F:23])[CH:19]=2)[O:14]1)=[N+:32]=[N-:33]. (2) Given the reactants Br[CH2:2][C:3]([C:5]1[C:6]([C:11]2[CH:16]=[CH:15][CH:14]=[CH:13][CH:12]=2)=[N:7][O:8][C:9]=1[CH3:10])=O.Cl.[C:18]([NH2:26])(=[NH:25])[C:19]1[CH:24]=[CH:23][CH:22]=[CH:21][CH:20]=1, predict the reaction product. The product is: [CH3:10][C:9]1[O:8][N:7]=[C:6]([C:11]2[CH:16]=[CH:15][CH:14]=[CH:13][CH:12]=2)[C:5]=1[C:3]1[N:25]=[C:18]([C:19]2[CH:24]=[CH:23][CH:22]=[CH:21][CH:20]=2)[NH:26][CH:2]=1. (3) The product is: [CH3:15][C@:11]1([OH:14])[CH2:12][CH2:13][NH:8][CH2:9][C@H:10]1[OH:16]. Given the reactants C([N:8]1[CH2:13][CH2:12][C@:11]([CH3:15])([OH:14])[C@H:10]([OH:16])[CH2:9]1)C1C=CC=CC=1.C([N+]([O-])=O)CCCCC, predict the reaction product. (4) Given the reactants [OH:1][C:2]1[CH:7]=[CH:6][C:5]([CH2:8][CH2:9][NH:10][C:11]2[N:16]=[C:15]([C:17]3[CH:18]=[C:19]([CH:22]=[CH:23][CH:24]=3)[CH:20]=O)[CH:14]=[CH:13][N:12]=2)=[CH:4][CH:3]=1.[NH2:25][C:26]1[CH:31]=[N:30][CH:29]=[CH:28][N:27]=1, predict the reaction product. The product is: [N:27]1[CH:28]=[CH:29][N:30]=[CH:31][C:26]=1[NH:25][CH2:20][C:19]1[CH:18]=[C:17]([C:15]2[CH:14]=[CH:13][N:12]=[C:11]([NH:10][CH2:9][CH2:8][C:5]3[CH:6]=[CH:7][C:2]([OH:1])=[CH:3][CH:4]=3)[N:16]=2)[CH:24]=[CH:23][CH:22]=1. (5) The product is: [F:1][C:2]([F:17])([F:16])[C:3]1[CH:4]=[C:5]([C:6]([N:29]2[CH2:30][CH2:31][C@H:26]([C:23]3[CH:24]=[CH:25][C:20]([Cl:19])=[CH:21][CH:22]=3)[C@H:27]([C:32]3[CH:37]=[CH:36][CH:35]=[CH:34][CH:33]=3)[CH2:28]2)=[O:7])[CH:9]=[C:10]([C:12]([F:15])([F:14])[F:13])[CH:11]=1. Given the reactants [F:1][C:2]([F:17])([F:16])[C:3]1[CH:4]=[C:5]([CH:9]=[C:10]([C:12]([F:15])([F:14])[F:13])[CH:11]=1)[C:6](Cl)=[O:7].Cl.[Cl:19][C:20]1[CH:25]=[CH:24][C:23]([C@H:26]2[CH2:31][CH2:30][NH:29][CH2:28][C@H:27]2[C:32]2[CH:37]=[CH:36][CH:35]=[CH:34][CH:33]=2)=[CH:22][CH:21]=1, predict the reaction product. (6) The product is: [CH2:25]([NH:27][C:28]1[C:2]2[CH2:8][CH2:7][CH2:6][C:5]3[CH:9]=[C:10]([N:13]4[CH2:17][C@H:16]([CH2:18][NH:19][C:20](=[O:22])[CH3:21])[O:15][C:14]4=[O:23])[CH:11]=[CH:12][C:4]=3[C:3]=2[NH:30][N:29]=1)[CH3:26]. Given the reactants Br[CH:2]1[CH2:8][CH2:7][CH2:6][C:5]2[CH:9]=[C:10]([N:13]3[CH2:17][C@H:16]([CH2:18][NH:19][C:20](=[O:22])[CH3:21])[O:15][C:14]3=[O:23])[CH:11]=[CH:12][C:4]=2[C:3]1=O.[CH2:25]([NH:27][C:28](=S)[NH:29][NH2:30])[CH3:26], predict the reaction product. (7) The product is: [CH2:1]([O:8][C:9](=[O:29])[CH:10]([O:26][CH2:27][CH3:28])[CH2:11][C:12]1[CH:17]=[CH:16][C:15]([O:18][C:43](=[O:44])[CH2:42][C:32]2[N:33]=[C:34]([C:36]3[CH:41]=[CH:40][CH:39]=[CH:38][CH:37]=3)[O:35][C:31]=2[CH3:30])=[C:14]([CH2:19][C:20]2[CH:21]=[CH:22][CH:23]=[CH:24][CH:25]=2)[CH:13]=1)[C:2]1[CH:7]=[CH:6][CH:5]=[CH:4][CH:3]=1. Given the reactants [CH2:1]([O:8][C:9](=[O:29])[CH:10]([O:26][CH2:27][CH3:28])[CH2:11][C:12]1[CH:17]=[CH:16][C:15]([OH:18])=[C:14]([CH2:19][C:20]2[CH:25]=[CH:24][CH:23]=[CH:22][CH:21]=2)[CH:13]=1)[C:2]1[CH:7]=[CH:6][CH:5]=[CH:4][CH:3]=1.[CH3:30][C:31]1[O:35][C:34]([C:36]2[CH:41]=[CH:40][CH:39]=[CH:38][CH:37]=2)=[N:33][C:32]=1[CH2:42][C:43](O)=[O:44].C(Cl)Cl, predict the reaction product. (8) Given the reactants Cl.Cl.Cl.[O:4]1[C:12]2[CH:11]=[CH:10][N:9]=[C:8]([N:13]3[CH2:18][CH2:17][N:16]([CH2:19][CH2:20][C@H:21]4[CH2:26][CH2:25][C@H:24]([NH2:27])[CH2:23][CH2:22]4)[CH2:15][CH2:14]3)[C:7]=2[CH2:6][CH2:5]1.[N:28]1([C:34]2[CH:42]=[CH:41][C:37]([C:38](O)=[O:39])=[CH:36][CH:35]=2)[CH2:33][CH2:32][O:31][CH2:30][CH2:29]1, predict the reaction product. The product is: [O:4]1[C:12]2[CH:11]=[CH:10][N:9]=[C:8]([N:13]3[CH2:18][CH2:17][N:16]([CH2:19][CH2:20][C@H:21]4[CH2:26][CH2:25][C@H:24]([NH:27][C:38](=[O:39])[C:37]5[CH:36]=[CH:35][C:34]([N:28]6[CH2:33][CH2:32][O:31][CH2:30][CH2:29]6)=[CH:42][CH:41]=5)[CH2:23][CH2:22]4)[CH2:15][CH2:14]3)[C:7]=2[CH2:6][CH2:5]1. (9) Given the reactants [CH2:1]([N:8]1[CH2:12][C@@H:11]([OH:13])[C@H:10]([NH:14][C:15](=[O:21])[O:16][C:17]([CH3:20])([CH3:19])[CH3:18])[CH2:9]1)[C:2]1[CH:7]=[CH:6][CH:5]=[CH:4][CH:3]=1.N1C=CN=C1.[C:27]([Si:31](Cl)([CH3:33])[CH3:32])([CH3:30])([CH3:29])[CH3:28], predict the reaction product. The product is: [CH2:1]([N:8]1[CH2:12][C@@H:11]([O:13][Si:31]([C:27]([CH3:30])([CH3:29])[CH3:28])([CH3:33])[CH3:32])[C@H:10]([NH:14][C:15](=[O:21])[O:16][C:17]([CH3:18])([CH3:20])[CH3:19])[CH2:9]1)[C:2]1[CH:3]=[CH:4][CH:5]=[CH:6][CH:7]=1. (10) The product is: [C:18]12([C:28]3[CH:2]=[C:1]([NH2:3])[N:40]([C:37]4[CH:38]=[CH:39][C:34]([CH3:42])=[CH:35][CH:36]=4)[N:41]=3)[CH2:27][CH:22]3[CH2:23][CH:24]([CH2:26][CH:20]([CH2:21]3)[CH2:19]1)[CH2:25]2. Given the reactants [C:1](#[N:3])[CH3:2].CC([O-])(CC)C.[K+].C1(C)C=CC=CC=1.[C:18]12([C:28](OCC)=O)[CH2:27][CH:22]3[CH2:23][CH:24]([CH2:26][CH:20]([CH2:21]3)[CH2:19]1)[CH2:25]2.Cl.[C:34]1([CH3:42])[CH:39]=[CH:38][C:37]([NH:40][NH2:41])=[CH:36][CH:35]=1.Cl, predict the reaction product.